From a dataset of Reaction yield outcomes from USPTO patents with 853,638 reactions. Predict the reaction yield, written as a fraction of the theoretical maximum amount of product (1.0 means a 100% yield; for example, 0.34 means a 34% yield). (1) The catalyst is CCO. The yield is 0.0700. The reactants are [F:1][CH:2]([F:9])[C:3]1[NH:7][N:6]=[C:5]([NH2:8])[CH:4]=1.[Cl:10][C:11]1[N:16]=[C:15](Cl)[CH:14]=[CH:13][N:12]=1.CCN(C(C)C)C(C)C. The product is [Cl:10][C:11]1[N:16]=[C:15]([NH:8][C:5]2[CH:4]=[C:3]([CH:2]([F:9])[F:1])[NH:7][N:6]=2)[CH:14]=[CH:13][N:12]=1. (2) The reactants are [F:1][C:2]1[CH:3]=[C:4]([CH2:12][C:13]([OH:15])=O)[CH:5]=[C:6]([C:8]([F:11])([F:10])[F:9])[CH:7]=1.C(N1[CH:27]=[CH:26]N=C1)(N1C=CN=C1)=O.C[NH:29][C:30]1[C:31]([C:36]2[CH:41]=[C:40]([N:42]3[CH2:47][CH2:46][O:45][CH2:44][CH2:43]3)[C:39]([CH3:48])=[CH:38][CH:37]=2)=[N:32][CH:33]=CC=1.[CH3:49]N(C)C=O. No catalyst specified. The product is [F:1][C:2]1[CH:3]=[C:4]([CH2:12][C:13]([N:32]([CH3:33])[C:31]2[CH:30]=[N:29][C:40]([N:42]3[CH2:43][CH2:44][O:45][CH2:46][CH2:47]3)=[CH:41][C:36]=2[C:37]2[CH:38]=[CH:39][CH:48]=[CH:49][C:26]=2[CH3:27])=[O:15])[CH:5]=[C:6]([C:8]([F:9])([F:10])[F:11])[CH:7]=1. The yield is 0.880.